This data is from Reaction yield outcomes from USPTO patents with 853,638 reactions. The task is: Predict the reaction yield, written as a fraction of the theoretical maximum amount of product (1.0 means a 100% yield; for example, 0.34 means a 34% yield). (1) The reactants are [H-].[Na+].S([NH:13][N:14]=[C:15]([CH2:17]P(OCC)(OCC)=O)[CH3:16])(C1C=CC(C)=CC=1)(=O)=O.[C:26]1([C:34]2[CH:39]=[CH:38][CH:37]=[CH:36][CH:35]=2)[CH:31]=[CH:30][C:29]([CH:32]=O)=[CH:28][CH:27]=1. The catalyst is C1COCC1.CN(C=O)C. The product is [C:26]1([C:34]2[CH:39]=[CH:38][CH:37]=[CH:36][CH:35]=2)[CH:31]=[CH:30][C:29]([C:32]2[NH:13][N:14]=[C:15]([CH3:17])[CH:16]=2)=[CH:28][CH:27]=1. The yield is 0.470. (2) The reactants are [C:1]([O:5][C:6](=[O:21])[NH:7][C:8]1[CH:13]=[CH:12][C:11]([C:14]([CH3:17])([CH3:16])[CH3:15])=[C:10]([N+:18]([O-])=O)[CH:9]=1)([CH3:4])([CH3:3])[CH3:2]. The catalyst is CO.[Pd]. The product is [C:1]([O:5][C:6](=[O:21])[NH:7][C:8]1[CH:13]=[CH:12][C:11]([C:14]([CH3:17])([CH3:16])[CH3:15])=[C:10]([NH2:18])[CH:9]=1)([CH3:4])([CH3:2])[CH3:3]. The yield is 0.930. (3) The reactants are [C:1](Cl)(=[O:10])[C:2]1[CH:7]=[CH:6][CH:5]=[C:4]([O:8][CH3:9])[CH:3]=1.[NH2:12][C@@H:13]([CH2:17][CH2:18][CH:19]1[CH2:24][CH2:23][CH2:22][CH2:21][CH2:20]1)[C:14]([OH:16])=O.[CH2:25]([CH2:27][NH2:28])O.[C:29]([C:31]1[CH:32]=[C:33]2[C:37](=[CH:38][CH:39]=1)[NH:36][CH2:35][CH2:34]2)#[N:30]. No catalyst specified. The product is [CH:19]1([CH2:18][CH2:17][C@H:13]([NH:12][C:1](=[O:10])[C:2]2[CH:7]=[CH:6][CH:5]=[C:4]([O:8][CH3:9])[CH:3]=2)[C:14](=[O:16])[NH:28][CH2:27][CH2:25][N:36]2[C:37]3[C:33](=[CH:32][C:31]([C:29]#[N:30])=[CH:39][CH:38]=3)[CH2:34][CH2:35]2)[CH2:24][CH2:23][CH2:22][CH2:21][CH2:20]1. The yield is 0.200.